From a dataset of Peptide-MHC class II binding affinity with 134,281 pairs from IEDB. Regression. Given a peptide amino acid sequence and an MHC pseudo amino acid sequence, predict their binding affinity value. This is MHC class II binding data. (1) The peptide sequence is FPQVGGLTSIKWADN. The MHC is DRB1_0101 with pseudo-sequence DRB1_0101. The binding affinity (normalized) is 0.485. (2) The peptide sequence is AGGAGGVGAVGGKRG. The MHC is HLA-DPA10201-DPB10501 with pseudo-sequence HLA-DPA10201-DPB10501. The binding affinity (normalized) is 0.0433. (3) The MHC is DRB1_1501 with pseudo-sequence DRB1_1501. The peptide sequence is LKLATGMRNVPEKQT. The binding affinity (normalized) is 0.116. (4) The peptide sequence is RKMYEAMRAHVPTET. The MHC is H-2-IAd with pseudo-sequence H-2-IAd. The binding affinity (normalized) is 0.495. (5) The peptide sequence is IVPPADKYRTFVATF. The MHC is DRB1_0301 with pseudo-sequence DRB1_0301. The binding affinity (normalized) is 0.0582. (6) The peptide sequence is HFMGKTWEALDTMYVVA. The MHC is DRB1_1501 with pseudo-sequence DRB1_1501. The binding affinity (normalized) is 0.140. (7) The peptide sequence is NKLSSTFTRGAQKLL. The MHC is DRB1_0101 with pseudo-sequence DRB1_0101. The binding affinity (normalized) is 0.873. (8) The peptide sequence is YDKFLAQVSTVLTGK. The MHC is DRB1_1602 with pseudo-sequence DRB1_1602. The binding affinity (normalized) is 1.00.